From a dataset of Catalyst prediction with 721,799 reactions and 888 catalyst types from USPTO. Predict which catalyst facilitates the given reaction. (1) Reactant: [C:1]1([C:7](=[N:12]O)[C:8](=[O:11])[CH2:9][CH3:10])[CH:6]=[CH:5][CH:4]=[CH:3][CH:2]=1. Product: [NH2:12][CH:7]([C:1]1[CH:6]=[CH:5][CH:4]=[CH:3][CH:2]=1)[CH:8]([OH:11])[CH2:9][CH3:10]. The catalyst class is: 319. (2) Product: [N:11]1[CH:12]=[CH:13][CH:14]=[C:9]([N:8]2[CH2:2][CH2:3][NH:4][CH2:5][C:6]2=[O:7])[CH:10]=1. The catalyst class is: 7. Reactant: O[CH2:2][CH2:3][NH:4][CH2:5][C:6]([NH:8][C:9]1[CH:10]=[N:11][CH:12]=[CH:13][CH:14]=1)=[O:7].C(P(CCCC)CCCC)CCC.Cl.C(N(CC)CC)C. (3) Reactant: [OH:1]S(O)(=O)=O.[NH2:6][C:7]1[N:11]([C:12]2[C:17]([Cl:18])=[CH:16][C:15]([C:19]([F:22])([F:21])[F:20])=[CH:14][C:13]=2[Cl:23])[N:10]=[C:9]([C:24]#[N:25])[C:8]=1[S:26][C:27]([F:30])([F:29])[F:28].OO.O. Product: [CH:16]1[C:15]([C:19]([F:20])([F:21])[F:22])=[CH:14][C:13]([Cl:23])=[C:12]([N:11]2[N:10]=[C:9]([C:24]#[N:25])[C:8]([S+:26]([O-:1])[C:27]([F:30])([F:29])[F:28])=[C:7]2[NH2:6])[C:17]=1[Cl:18]. The catalyst class is: 344.